This data is from Catalyst prediction with 721,799 reactions and 888 catalyst types from USPTO. The task is: Predict which catalyst facilitates the given reaction. (1) Reactant: N1C=CC=CC=1.C(OC(=O)C)(=O)C.[CH2:14]([O:16][C:17]([C:19]([C:30]([O:32][CH2:33][CH3:34])=[O:31])([CH2:25][CH2:26][C:27]([OH:29])=O)[CH2:20][CH2:21]C(O)=O)=[O:18])[CH3:15].C(=O)([O-])[O-].[K+].[K+]. Product: [O:29]=[C:27]1[CH2:21][CH2:20][C:19]([C:17]([O:16][CH2:14][CH3:15])=[O:18])([C:30]([O:32][CH2:33][CH3:34])=[O:31])[CH2:25][CH2:26]1. The catalyst class is: 6. (2) The catalyst class is: 2. Reactant: [Cl:1][C:2]1[C:11]2[C:6](=[CH:7][CH:8]=[C:9]([OH:12])[CH:10]=2)[N:5]=[CH:4][N:3]=1.C1(P(C2C=CC=CC=2)C2C=CC=CC=2)C=CC=CC=1.[C:32]([O:36][C:37]([N:39]1[CH2:44][CH2:43][CH:42](O)[CH2:41][CH2:40]1)=[O:38])([CH3:35])([CH3:34])[CH3:33].CC(OC(/N=N/C(OC(C)C)=O)=O)C. Product: [Cl:1][C:2]1[C:11]2[C:6](=[CH:7][CH:8]=[C:9]([O:12][CH:42]3[CH2:43][CH2:44][N:39]([C:37]([O:36][C:32]([CH3:35])([CH3:34])[CH3:33])=[O:38])[CH2:40][CH2:41]3)[CH:10]=2)[N:5]=[CH:4][N:3]=1. (3) The catalyst class is: 22. Reactant: [NH2:1][C:2]1[CH:7]=[C:6]([CH:8](O)[CH3:9])[N:5]=[C:4]([C:11]([O:13][CH3:14])=[O:12])[C:3]=1[O:15][CH3:16].OS(C(F)(F)[F:22])(=O)=O.COCCN(S(F)(F)F)CCOC.C([O-])(O)=O.[Na+]. Product: [NH2:1][C:2]1[CH:7]=[C:6]([CH:8]([F:22])[CH3:9])[N:5]=[C:4]([C:11]([O:13][CH3:14])=[O:12])[C:3]=1[O:15][CH3:16]. (4) The catalyst class is: 400. Product: [NH2:1][C:2]1[CH:3]=[C:4]2[C:8](=[CH:9][C:10]=1[N+:11]([O-:13])=[O:12])[C:7](=[O:14])[N:6]([C:17]1[CH:18]=[N:19][CH:20]=[CH:21][CH:22]=1)[C:5]2=[O:15]. Reactant: [NH2:1][C:2]1[CH:3]=[C:4]2[C:8](=[CH:9][C:10]=1[N+:11]([O-:13])=[O:12])[C:7](=[O:14])[NH:6][C:5]2=[O:15].N[C:17]1[CH:18]=[N:19][CH:20]=[CH:21][CH:22]=1.N1C=CN=C1. (5) Reactant: C([O-])([O-])=O.[K+].[K+].[OH:7][C:8]1[CH:13]=[CH:12][C:11]([N:14]2[C:18]([C:19]([O:21][CH2:22][CH3:23])=[O:20])=[CH:17][C:16]([Si:24]([CH3:27])([CH3:26])[CH3:25])=[N:15]2)=[CH:10][CH:9]=1.Cl.Cl[CH2:30][CH2:31][N:32]1[CH2:37][CH2:36][O:35][CH2:34][CH2:33]1. Product: [O:35]1[CH2:36][CH2:37][N:32]([CH2:31][CH2:30][O:7][C:8]2[CH:13]=[CH:12][C:11]([N:14]3[C:18]([C:19]([O:21][CH2:22][CH3:23])=[O:20])=[CH:17][C:16]([Si:24]([CH3:26])([CH3:25])[CH3:27])=[N:15]3)=[CH:10][CH:9]=2)[CH2:33][CH2:34]1. The catalyst class is: 23. (6) Reactant: [CH3:1][O:2][C:3](=[O:39])[CH2:4][CH2:5][NH:6][C:7](=[O:38])[C:8]1[CH:13]=[CH:12][C:11]([C:14](O)([C:21]2[CH:26]=[CH:25][C:24]([C:27]3[CH:32]=[CH:31][C:30]([C:33]([F:36])([F:35])[F:34])=[CH:29][CH:28]=3)=[CH:23][CH:22]=2)[CH2:15][CH2:16][CH2:17][CH2:18][CH2:19][CH3:20])=[CH:10][CH:9]=1.C(O)(C(F)(F)F)=O.C([SiH](CC)CC)C. Product: [CH3:1][O:2][C:3](=[O:39])[CH2:4][CH2:5][NH:6][C:7](=[O:38])[C:8]1[CH:9]=[CH:10][C:11]([C:14]([C:21]2[CH:26]=[CH:25][C:24]([C:27]3[CH:32]=[CH:31][C:30]([C:33]([F:35])([F:36])[F:34])=[CH:29][CH:28]=3)=[CH:23][CH:22]=2)=[CH:15][CH2:16][CH2:17][CH2:18][CH2:19][CH3:20])=[CH:12][CH:13]=1. The catalyst class is: 4.